Predict the product of the given reaction. From a dataset of Forward reaction prediction with 1.9M reactions from USPTO patents (1976-2016). Given the reactants [N:1]([N:3]1[C:12]2[C:7](=[CH:8][CH:9]=[CH:10][CH:11]=2)[CH2:6][CH2:5][CH2:4]1)=O.[H-].[H-].[H-].[H-].[Li+].[Al+3], predict the reaction product. The product is: [N:3]1([NH2:1])[C:12]2[C:7](=[CH:8][CH:9]=[CH:10][CH:11]=2)[CH2:6][CH2:5][CH2:4]1.